This data is from Full USPTO retrosynthesis dataset with 1.9M reactions from patents (1976-2016). The task is: Predict the reactants needed to synthesize the given product. (1) The reactants are: [O:1]=[C:2]1[NH:6][CH2:5][C:4]2([CH2:10][CH2:9][C@@H:8]([C:11]([O:13]CC3C=CC=CC=3)=[O:12])[CH2:7]2)[O:3]1. Given the product [O:1]=[C:2]1[NH:6][CH2:5][C:4]2([CH2:10][CH2:9][C@@H:8]([C:11]([OH:13])=[O:12])[CH2:7]2)[O:3]1, predict the reactants needed to synthesize it. (2) Given the product [CH3:47][C:42]1[CH:43]=[CH:44][CH:45]=[CH:46][C:41]=1[CH2:49][NH:40][CH2:39][C@H:15]1[N:14]([S:11]([C:2]2[CH:3]=[CH:8][C:9]3[C:10](=[CH:10][CH:1]=[CH:2][CH:3]=3)[CH:1]=2)(=[O:13])=[O:12])[CH2:18][C@H:17]([SH:19])[CH2:16]1, predict the reactants needed to synthesize it. The reactants are: [CH:1]1[C:10]2C(=CC=[CH:8][CH:9]=2)C=[CH:3][C:2]=1[S:11]([N:14]1[CH2:18][C@H:17]([S:19]C(C2C=CC=CC=2)(C2C=CC=CC=2)C2C=CC=CC=2)[CH2:16][C@H:15]1[CH2:39][NH2:40])(=[O:13])=[O:12].[C:41]1([CH3:49])[C:42]([CH:47]=O)=[CH:43][CH:44]=[CH:45][CH:46]=1.Cl[Sn]Cl.[BH3-]C#N.[Na+].